From a dataset of Forward reaction prediction with 1.9M reactions from USPTO patents (1976-2016). Predict the product of the given reaction. (1) Given the reactants [Cl:1][C:2]1[C:11]2[C:6](=[CH:7][C:8]3[O:14][CH2:13][O:12][C:9]=3[CH:10]=2)[N:5]=[CH:4][C:3]=1[C:15]([O:17]CC)=[O:16].[O:20]1CCOCC1, predict the reaction product. The product is: [ClH:1].[OH:20][C:2]1[C:11]2[C:6](=[CH:7][C:8]3[O:14][CH2:13][O:12][C:9]=3[CH:10]=2)[N:5]=[CH:4][C:3]=1[C:15]([OH:17])=[O:16]. (2) The product is: [F:19][C:11]1[CH:12]=[C:13]([N+:16]([O-:18])=[O:17])[CH:14]=[CH:15][C:10]=1[N:3]1[CH2:4][C@@H:5]([CH3:8])[NH:6][CH2:7][C@@H:2]1[CH3:1]. Given the reactants [CH3:1][C@H:2]1[CH2:7][NH:6][C@H:5]([CH3:8])[CH2:4][NH:3]1.F[C:10]1[CH:15]=[CH:14][C:13]([N+:16]([O-:18])=[O:17])=[CH:12][C:11]=1[F:19], predict the reaction product. (3) Given the reactants [Mg].Br[C:3]1[CH:8]=[CH:7][C:6]([F:9])=[CH:5][C:4]=1[F:10].[C:11]1([P:17](Cl)([C:19]2[CH:24]=[CH:23][CH:22]=[CH:21][CH:20]=2)=[O:18])[CH:16]=[CH:15][CH:14]=[CH:13][CH:12]=1.[Cl-].[NH4+], predict the reaction product. The product is: [F:10][C:4]1[CH:5]=[C:6]([F:9])[CH:7]=[CH:8][C:3]=1[P:17](=[O:18])([C:19]1[CH:20]=[CH:21][CH:22]=[CH:23][CH:24]=1)[C:11]1[CH:16]=[CH:15][CH:14]=[CH:13][CH:12]=1. (4) Given the reactants [OH:1][C:2]1[CH:7]=[CH:6][CH:5]=[CH:4][C:3]=1[S:8][CH3:9].F[C:11]1[CH:16]=[CH:15][C:14](F)=[CH:13][C:12]=1[N+:18]([O-:20])=[O:19].[F:21][C:22]1[CH:28]=[CH:27][C:25]([NH2:26])=[C:24]([O:29][C:30]2[CH:35]=[CH:34][CH:33]=[CH:32][C:31]=2[S:36][CH3:37])[CH:23]=1.[NH2:38][C:39]1[S:40][CH:41]=[CH:42][N:43]=1, predict the reaction product. The product is: [F:21][C:15]1[CH:14]=[CH:13][C:12]([N+:18]([O-:20])=[O:19])=[C:11]([O:1][C:2]2[CH:7]=[CH:6][CH:5]=[CH:4][C:3]=2[S:8][CH3:9])[CH:16]=1.[F:21][C:22]1[CH:28]=[CH:27][C:25]([NH:26][C:2]([NH:38][C:39]2[S:40][CH:41]=[CH:42][N:43]=2)=[O:1])=[C:24]([O:29][C:30]2[CH:35]=[CH:34][CH:33]=[CH:32][C:31]=2[S:36][CH3:37])[CH:23]=1.